From a dataset of Full USPTO retrosynthesis dataset with 1.9M reactions from patents (1976-2016). Predict the reactants needed to synthesize the given product. (1) Given the product [CH2:15]=[C:14]1[C:2]2[CH:11]=[CH:10][CH:9]=[C:4]([C:5]([O:7][CH3:8])=[O:6])[C:3]=2[CH2:12][CH2:13]1, predict the reactants needed to synthesize it. The reactants are: Br[C:2]1[C:3]([CH2:12][CH2:13][CH:14]=[CH2:15])=[C:4]([CH:9]=[CH:10][CH:11]=1)[C:5]([O:7][CH3:8])=[O:6].C(=O)([O-])[O-].[K+].[K+]. (2) Given the product [C:42]([CH2:41][N:11]1[CH:12]=[CH:13][C:9]([C:6]2[N:7]=[CH:8][C:3]([O:2][CH3:1])=[C:4]3[C:16]([C:17](=[O:37])[C:18](=[O:19])[N:20]4[CH2:25][CH2:24][N:23]([C:26]5[N:30]([C:31]6[CH:36]=[CH:35][CH:34]=[CH:33][N:32]=6)[N:29]=[N:28][N:27]=5)[CH2:22][CH2:21]4)=[CH:15][N:14]([CH2:41][C:42]([OH:44])=[O:43])[C:5]=23)=[N:10]1)([OH:44])=[O:43], predict the reactants needed to synthesize it. The reactants are: [CH3:1][O:2][C:3]1[CH:8]=[N:7][C:6]([C:9]2[CH:13]=[CH:12][NH:11][N:10]=2)=[C:5]2[NH:14][CH:15]=[C:16]([C:17](=[O:37])[C:18]([N:20]3[CH2:25][CH2:24][N:23]([C:26]4[N:30]([C:31]5[CH:36]=[CH:35][CH:34]=[CH:33][N:32]=5)[N:29]=[N:28][N:27]=4)[CH2:22][CH2:21]3)=[O:19])[C:4]=12.[H-].[Na+].Br[CH2:41][C:42]([O:44]C)=[O:43]. (3) The reactants are: [CH3:1]/[CH:2]=[CH:3]/[C:4]([CH:6]1[C:11]([CH3:13])([CH3:12])[CH2:10][CH:9]=[CH:8][CH:7]1[CH3:14])=[O:5].C1CCN2C(=NCCC2)CC1.[SH:26][CH2:27][CH2:28][C:29]([O:31][CH2:32][CH:33]([CH2:38][CH3:39])[CH2:34][CH2:35][CH2:36][CH3:37])=[O:30]. Given the product [O:5]=[C:4]([CH:6]1[C:11]([CH3:12])([CH3:13])[CH2:10][CH:9]=[CH:8][CH:7]1[CH3:14])[CH2:3][CH:2]([S:26][CH2:27][CH2:28][C:29]([O:31][CH2:32][CH:33]([CH2:38][CH3:39])[CH2:34][CH2:35][CH2:36][CH3:37])=[O:30])[CH3:1], predict the reactants needed to synthesize it. (4) The reactants are: [CH3:1][O:2][CH2:3]CO.[C:6]([O:13]C(Cl)(Cl)Cl)([O:8][C:9](Cl)(Cl)Cl)=O.[CH3:18][C:19]1[CH:24]=[CH:23][CH:22]=[C:21]([C:25]#[C:26][CH:27]=[C:28]2[CH2:33][CH2:32][NH:31][CH2:30][CH2:29]2)[N:20]=1. Given the product [CH3:18][C:19]1[N:20]=[C:21]([C:25]#[C:26][CH:27]=[C:28]2[CH2:29][CH2:30][N:31]([C:6]([O:8][CH2:9][CH2:3][O:2][CH3:1])=[O:13])[CH2:32][CH2:33]2)[CH:22]=[CH:23][CH:24]=1, predict the reactants needed to synthesize it. (5) Given the product [F:16][C:17]1[CH:22]=[CH:21][C:20]([CH:14]([C:5]2[C:4]([N+:1]([O-:3])=[O:2])=[C:13]3[C:8]([CH:9]=[CH:10][CH:11]=[N:12]3)=[CH:7][CH:6]=2)[OH:15])=[C:19]([CH3:25])[CH:18]=1, predict the reactants needed to synthesize it. The reactants are: [N+:1]([C:4]1[C:5]([CH:14]=[O:15])=[CH:6][CH:7]=[C:8]2[C:13]=1[N:12]=[CH:11][CH:10]=[CH:9]2)([O-:3])=[O:2].[F:16][C:17]1[CH:22]=[CH:21][C:20]([Mg]Br)=[C:19]([CH3:25])[CH:18]=1. (6) Given the product [OH:26][C@H:25]([C:27]1[C:28]([CH3:37])=[C:29]2[C:33](=[CH:34][CH:35]=1)[C:32](=[O:36])[O:31][CH2:30]2)[CH2:24][N:23]1[CH2:16][CH2:17][N:18]([CH2:3][CH:2]([OH:1])[C:4]2[CH:9]=[N:8][C:7]([N:10]3[CH:14]=[N:13][N:12]=[N:11]3)=[CH:6][CH:5]=2)[CH2:19][CH2:20]1, predict the reactants needed to synthesize it. The reactants are: [O:1]1[CH2:3][CH:2]1[C:4]1[CH:5]=[CH:6][C:7]([N:10]2[CH:14]=[N:13][N:12]=[N:11]2)=[N:8][CH:9]=1.Cl.[C@@H:16]12[N:23]([CH2:24][C@@H:25]([C:27]3[C:28]([CH3:37])=[C:29]4[C:33](=[CH:34][CH:35]=3)[C:32](=[O:36])[O:31][CH2:30]4)[OH:26])[C@@H:20](CC1)[CH2:19][NH:18][CH2:17]2.